Dataset: Reaction yield outcomes from USPTO patents with 853,638 reactions. Task: Predict the reaction yield, written as a fraction of the theoretical maximum amount of product (1.0 means a 100% yield; for example, 0.34 means a 34% yield). (1) The reactants are C(OC([N:8]1[CH2:30][CH2:29][C:11]2[N:12]=[C:13]([N:23]3[CH2:27][CH2:26][CH2:25][CH:24]3[CH3:28])[N:14]=[C:15]([C:16]3[CH:21]=[CH:20][C:19]([F:22])=[CH:18][CH:17]=3)[C:10]=2[CH2:9]1)=O)(C)(C)C.[ClH:31]. The catalyst is CCOCC.O1CCOCC1. The product is [ClH:31].[F:22][C:19]1[CH:18]=[CH:17][C:16]([C:15]2[C:10]3[CH2:9][NH:8][CH2:30][CH2:29][C:11]=3[N:12]=[C:13]([N:23]3[CH2:27][CH2:26][CH2:25][CH:24]3[CH3:28])[N:14]=2)=[CH:21][CH:20]=1. The yield is 0.760. (2) The reactants are [Br:1][C:2]1[C:3]([C:9]([F:12])([F:11])[F:10])=[N:4][CH:5]=[C:6](Br)[CH:7]=1.[CH2:13]([O:15]/[CH:16]=[CH:17]/B1OC(C)(C)C(C)(C)O1)[CH3:14].COCCOC.C(=O)([O-])[O-].[Na+].[Na+]. The catalyst is O.[Pd].C1(P(C2C=CC=CC=2)C2C=CC=CC=2)C=CC=CC=1.C1(P(C2C=CC=CC=2)C2C=CC=CC=2)C=CC=CC=1.C1(P(C2C=CC=CC=2)C2C=CC=CC=2)C=CC=CC=1.C1(P(C2C=CC=CC=2)C2C=CC=CC=2)C=CC=CC=1.CCOC(C)=O. The product is [Br:1][C:2]1[C:3]([C:9]([F:12])([F:11])[F:10])=[N:4][CH:5]=[C:6](/[CH:14]=[CH:13]/[O:15][CH2:16][CH3:17])[CH:7]=1. The yield is 0.380. (3) The reactants are [C:1]([O:5][C@@H:6]([C:11]1[C:40]([CH3:41])=[C:39]([CH3:42])[C:38]2=[N:43][C:35]3=[CH:36][N:37]2[C:12]=1[N:13]1[CH2:49][CH2:48][C:16]([CH3:50])([O:17][CH2:18][CH2:19][CH2:20][CH2:21][C@H:22]([CH3:47])[O:23][C:24]2[CH:25]=[C:26]([F:46])[C:27]([F:45])=[CH:28][C:29]=2[C:30]2[CH:44]=[C:34]3[CH:33]=[CH:32][CH:31]=2)[CH2:15][CH2:14]1)[C:7]([O:9]C)=[O:8])([CH3:4])([CH3:3])[CH3:2].C(O[C@@H](C1C(C)=CC2=NC3=C(Cl)N2C=1N1CCC(C)(OCCCC[C@H](C)OC2C=CC(C)=CC=2C2C=C3C=CC=2)CC1)C(O)=O)(C)(C)C. No catalyst specified. The product is [C:1]([O:5][C@@H:6]([C:11]1[C:40]([CH3:41])=[C:39]([CH3:42])[C:38]2=[N:43][C:35]3=[CH:36][N:37]2[C:12]=1[N:13]1[CH2:14][CH2:15][C:16]([CH3:50])([O:17][CH2:18][CH2:19][CH2:20][CH2:21][C@H:22]([CH3:47])[O:23][C:24]2[CH:25]=[C:26]([F:46])[C:27]([F:45])=[CH:28][C:29]=2[C:30]2[CH:44]=[C:34]3[CH:33]=[CH:32][CH:31]=2)[CH2:48][CH2:49]1)[C:7]([OH:9])=[O:8])([CH3:4])([CH3:2])[CH3:3]. The yield is 0.525. (4) The reactants are [NH2:1][C:2]1[S:3][C:4]([C:12]2[CH:17]=[CH:16][C:15]([F:18])=[CH:14][CH:13]=2)=[CH:5][C:6]=1[C:7](OCC)=[O:8].Cl.Cl[C:21]([NH2:23])=[NH:22].CS(C)(=O)=O.[OH-].[NH4+]. The catalyst is O. The product is [NH2:22][C:21]1[NH:23][C:7](=[O:8])[C:6]2[CH:5]=[C:4]([C:12]3[CH:17]=[CH:16][C:15]([F:18])=[CH:14][CH:13]=3)[S:3][C:2]=2[N:1]=1. The yield is 0.950. (5) The reactants are [C:1]1([C@@H:7]([NH:10][C:11]([C:13]2[C:22]3[C:17](=[CH:18][CH:19]=[CH:20][CH:21]=3)[N:16]=[C:15]([C:23]3[CH:28]=[CH:27][CH:26]=[CH:25][CH:24]=3)[C:14]=2[CH2:29][N:30]2[CH2:35][CH2:34][NH:33][CH2:32][CH2:31]2)=[O:12])[CH2:8][CH3:9])[CH:6]=[CH:5][CH:4]=[CH:3][CH:2]=1.[C:36]1(=[O:42])[O:41][C:39](=[O:40])[CH2:38][CH2:37]1.[CH3:43]C(C)=O. The product is [CH3:9][CH:8]([CH3:43])[C@H:7]([NH:10][C:11]([C:13]1[C:22]2[C:17](=[CH:18][CH:19]=[CH:20][CH:21]=2)[N:16]=[C:15]([C:23]2[CH:24]=[CH:25][CH:26]=[CH:27][CH:28]=2)[C:14]=1[CH2:29][N:30]1[CH2:31][CH2:32][N:33]([C:36](=[O:42])[CH2:37][CH2:38][C:39]([OH:41])=[O:40])[CH2:34][CH2:35]1)=[O:12])[C:1]1[CH:2]=[CH:3][CH:4]=[CH:5][CH:6]=1. The yield is 0.540. The catalyst is C(Cl)Cl.